This data is from hERG Central: cardiac toxicity at 1µM, 10µM, and general inhibition. The task is: Predict hERG channel inhibition at various concentrations. (1) Results: hERG_inhib (hERG inhibition (general)): blocker. The molecule is O=c1c2ccccc2c(=O)n(-c2ccccc2)n1CCCCBr. (2) The molecule is COc1ccc(CNC(=O)C(C)n2nc(C)c3c(C)n(-c4ccc(C)cc4)nc3c2=O)cc1. Results: hERG_inhib (hERG inhibition (general)): blocker. (3) The molecule is CCCCc1c(C)nc2ccccc2c1SCCC#N. Results: hERG_inhib (hERG inhibition (general)): blocker.